Dataset: Catalyst prediction with 721,799 reactions and 888 catalyst types from USPTO. Task: Predict which catalyst facilitates the given reaction. (1) Reactant: [C:1]1([Si:7]([Cl:10])([Cl:9])Cl)[CH:6]=[CH:5][CH:4]=[CH:3][CH:2]=1.[Mg].[Mg+2].[Cl-].[Cl-].[C:15]1([SiH2]Cl)[CH:20]=[CH:19][CH:18]=[CH:17][CH:16]=1. Product: [C:15]1([Si:7]([C:1]2[CH:2]=[CH:3][CH:4]=[CH:5][CH:6]=2)([Cl:9])[Cl:10])[CH:20]=[CH:19][CH:18]=[CH:17][CH:16]=1. The catalyst class is: 159. (2) Reactant: [H-].[Al+3].[Li+].[H-].[H-].[H-].C[O:8][C:9]([C@H:11]1[CH2:16][CH2:15][C@H:14]([C:17](OC)=[O:18])[CH2:13][CH2:12]1)=O. Product: [OH:8][CH2:9][C@H:11]1[CH2:16][CH2:15][C@H:14]([CH2:17][OH:18])[CH2:13][CH2:12]1. The catalyst class is: 7. (3) Reactant: Br[C:2]1[C:10]2[C:5](=[N:6][CH:7]=[CH:8][CH:9]=2)[N:4]([S:11]([C:14]2[CH:19]=[CH:18][CH:17]=[CH:16][CH:15]=2)(=[O:13])=[O:12])[CH:3]=1.[B:20]1([B:20]2[O:24][C:23]([CH3:26])([CH3:25])[C:22]([CH3:28])([CH3:27])[O:21]2)[O:24][C:23]([CH3:26])([CH3:25])[C:22]([CH3:28])([CH3:27])[O:21]1.C([O-])(=O)C.[K+]. Product: [C:14]1([S:11]([N:4]2[C:5]3=[N:6][CH:7]=[CH:8][CH:9]=[C:10]3[C:2]([B:20]3[O:24][C:23]([CH3:26])([CH3:25])[C:22]([CH3:28])([CH3:27])[O:21]3)=[CH:3]2)(=[O:13])=[O:12])[CH:19]=[CH:18][CH:17]=[CH:16][CH:15]=1. The catalyst class is: 54. (4) Reactant: [CH3:1][O:2][CH2:3][C@@H:4]([N:6]1[CH2:10][CH2:9][NH:8][C:7]1=[O:11])[CH3:5].N1C=CC=CC=1.[C:18](Cl)(Cl)=[O:19].[CH3:22][N:23]1[CH:27]=[C:26]([C:28]2[CH:33]=[C:32]([O:34][C:35]3[CH:36]=[CH:37][C:38]([NH2:41])=[N:39][CH:40]=3)[CH:31]=[CH:30][N:29]=2)[CH:25]=[N:24]1. Product: [CH3:1][O:2][CH2:3][C@@H:4]([N:6]1[CH2:10][CH2:9][N:8]([C:18]([NH:41][C:38]2[CH:37]=[CH:36][C:35]([O:34][C:32]3[CH:31]=[CH:30][N:29]=[C:28]([C:26]4[CH:25]=[N:24][N:23]([CH3:22])[CH:27]=4)[CH:33]=3)=[CH:40][N:39]=2)=[O:19])[C:7]1=[O:11])[CH3:5]. The catalyst class is: 34. (5) Reactant: [CH:1]([C:4]1[CH:9]=[CH:8][C:7](/[CH:10]=[CH:11]/[C:12](OCC)=[O:13])=[CH:6][CH:5]=1)([CH3:3])[CH3:2].[H-].[Al+3].[Li+].[H-].[H-].[H-].O. Product: [CH:1]([C:4]1[CH:5]=[CH:6][C:7](/[CH:10]=[CH:11]/[CH2:12][OH:13])=[CH:8][CH:9]=1)([CH3:3])[CH3:2]. The catalyst class is: 7.